Dataset: Forward reaction prediction with 1.9M reactions from USPTO patents (1976-2016). Task: Predict the product of the given reaction. (1) Given the reactants CO[C:3]1[CH:8]=[CH:7][CH:6]=[CH:5][C:4]=1[S:9][C:10]1[CH:18]=[CH:17][CH:16]=[CH:15][C:11]=1[C:12]([OH:14])=O.[C:19](OC(=O)C)(=[O:21])C.S(=O)(=O)(O)O, predict the reaction product. The product is: [CH3:19][O:21][C:7]1[CH:8]=[CH:3][C:4]2[S:9][C:10]3[C:11](=[CH:15][CH:16]=[CH:17][CH:18]=3)[C:12](=[O:14])[C:5]=2[CH:6]=1. (2) The product is: [CH2:19]([N:15]1[CH2:16][CH2:17][CH2:18][C:13]2([NH:12][C:11](=[O:27])[C:10]3[CH:28]=[C:6](/[CH:5]=[CH:4]/[C:3]([OH:29])=[O:2])[CH:7]=[CH:8][C:9]=3[O:26]2)[CH2:14]1)[C:20]1[CH:25]=[CH:24][CH:23]=[CH:22][CH:21]=1. Given the reactants C[O:2][C:3](=[O:29])/[CH:4]=[CH:5]/[C:6]1[CH:7]=[CH:8][C:9]2[O:26][C:13]3([CH2:18][CH2:17][CH2:16][N:15]([CH2:19][C:20]4[CH:25]=[CH:24][CH:23]=[CH:22][CH:21]=4)[CH2:14]3)[NH:12][C:11](=[O:27])[C:10]=2[CH:28]=1.[OH-].[Na+], predict the reaction product. (3) Given the reactants Br[CH2:2][CH:3]1[CH2:7][CH2:6][CH:5]([CH2:8][C:9]2[CH:14]=[C:13]([F:15])[CH:12]=[CH:11][C:10]=2[O:16][CH3:17])[O:4]1.[Na+].[I-].[C-:20]#[N:21].[K+].C(=O)(O)[O-].[Na+], predict the reaction product. The product is: [C:20]([CH2:2][C@H:3]1[CH2:7][CH2:6][C@H:5]([CH2:8][C:9]2[CH:14]=[C:13]([F:15])[CH:12]=[CH:11][C:10]=2[O:16][CH3:17])[O:4]1)#[N:21]. (4) Given the reactants [Cl:1][C:2]1[CH:3]=[C:4]([CH:20]=[CH:21][C:22]=1[Cl:23])[CH2:5][C:6]1[N:7]=[C:8]([N:14]2[CH2:19][CH2:18][O:17][CH2:16][CH2:15]2)[S:9][C:10]=1[C:11](O)=[O:12].Cl.CN(C)CCCN=C=NCC.ON1C2C=CC=CC=2N=N1.[O:46]1[CH2:51][CH2:50][CH2:49][CH2:48][CH:47]1[O:52][NH2:53], predict the reaction product. The product is: [Cl:1][C:2]1[CH:3]=[C:4]([CH:20]=[CH:21][C:22]=1[Cl:23])[CH2:5][C:6]1[N:7]=[C:8]([N:14]2[CH2:15][CH2:16][O:17][CH2:18][CH2:19]2)[S:9][C:10]=1[C:11]([NH:53][O:52][CH:47]1[CH2:48][CH2:49][CH2:50][CH2:51][O:46]1)=[O:12]. (5) Given the reactants [NH:1]1[CH2:10][C:9]2[C:4](=[CH:5][CH:6]=[CH:7][CH:8]=2)[CH2:3][C@@H:2]1[C:11]([OH:13])=[O:12].[N+:14]([O-])([O-:16])=[O:15].[K+].[NH4+].[OH-], predict the reaction product. The product is: [N+:14]([C:7]1[CH:8]=[C:9]2[C:4]([CH2:3][C@H:2]([C:11]([OH:13])=[O:12])[NH:1][CH2:10]2)=[CH:5][CH:6]=1)([O-:16])=[O:15]. (6) Given the reactants Br[C:2]1[CH:7]=[CH:6][C:5]([C:8]2[C:12]([O:13][CH2:14][C:15]3[CH:20]=[CH:19][C:18]([O:21][CH3:22])=[CH:17][CH:16]=3)=[C:11]([C:23]([O-:25])=[O:24])[N:10]([CH3:26])[N:9]=2)=[CH:4][CH:3]=1.[NH:27]1[CH2:32][CH2:31][CH2:30][CH2:29][C:28]1=[O:33].[C:34](=O)([O-])[O-].[Cs+].[Cs+].CC1(C)C2C(=C(P(C3C=CC=CC=3)C3C=CC=CC=3)C=CC=2)OC2C(P(C3C=CC=CC=3)C3C=CC=CC=3)=CC=CC1=2, predict the reaction product. The product is: [CH3:22][O:21][C:18]1[CH:19]=[CH:20][C:15]([CH2:14][O:13][C:12]2[C:8]([C:5]3[CH:6]=[CH:7][C:2]([N:27]4[CH2:32][CH2:31][CH2:30][CH2:29][C:28]4=[O:33])=[CH:3][CH:4]=3)=[N:9][N:10]([CH3:26])[C:11]=2[C:23]([O:25][CH3:34])=[O:24])=[CH:16][CH:17]=1. (7) Given the reactants [CH3:1][C:2]1[CH:7]=[CH:6][C:5]([S:8]([NH:11][C@@H:12]([C:21](=[O:27])[NH:22][CH:23]([CH3:26])[CH:24]=O)[CH2:13][C:14]([O:16][C:17]([CH3:20])([CH3:19])[CH3:18])=[O:15])(=[O:10])=[O:9])=[CH:4][CH:3]=1.O.C1(C)C=CC(S(O)(=O)=O)=CC=1, predict the reaction product. The product is: [CH3:24][C:23]1[NH:22][C:21](=[O:27])[C@@H:12]([CH2:13][C:14]([O:16][C:17]([CH3:20])([CH3:19])[CH3:18])=[O:15])[N:11]([S:8]([C:5]2[CH:6]=[CH:7][C:2]([CH3:1])=[CH:3][CH:4]=2)(=[O:10])=[O:9])[CH:26]=1. (8) Given the reactants [Na].[CH3:2][CH:3]([C:6](=O)[CH3:7])[CH:4]=O.[CH2:9]([NH:11][C:12](=[O:16])[CH2:13][C:14]#[N:15])[CH3:10].C(O)(=O)C.N1CCCCC1, predict the reaction product. The product is: [CH2:9]([N:11]1[C:6]([CH3:7])=[C:3]([CH3:4])[CH:2]=[C:13]([C:14]#[N:15])[C:12]1=[O:16])[CH3:10].